From a dataset of NCI-60 drug combinations with 297,098 pairs across 59 cell lines. Regression. Given two drug SMILES strings and cell line genomic features, predict the synergy score measuring deviation from expected non-interaction effect. (1) Drug 1: C1=C(C(=O)NC(=O)N1)N(CCCl)CCCl. Drug 2: CN(CCCl)CCCl.Cl. Cell line: HOP-92. Synergy scores: CSS=31.0, Synergy_ZIP=-12.1, Synergy_Bliss=-8.41, Synergy_Loewe=-7.05, Synergy_HSA=-4.61. (2) Drug 1: CC(C1=C(C=CC(=C1Cl)F)Cl)OC2=C(N=CC(=C2)C3=CN(N=C3)C4CCNCC4)N. Drug 2: CC1=C(C=C(C=C1)C(=O)NC2=CC(=CC(=C2)C(F)(F)F)N3C=C(N=C3)C)NC4=NC=CC(=N4)C5=CN=CC=C5. Cell line: HS 578T. Synergy scores: CSS=2.46, Synergy_ZIP=7.52, Synergy_Bliss=16.5, Synergy_Loewe=9.39, Synergy_HSA=10.0. (3) Drug 1: CC1=CC=C(C=C1)C2=CC(=NN2C3=CC=C(C=C3)S(=O)(=O)N)C(F)(F)F. Drug 2: CC1=C(C=C(C=C1)C(=O)NC2=CC(=CC(=C2)C(F)(F)F)N3C=C(N=C3)C)NC4=NC=CC(=N4)C5=CN=CC=C5. Cell line: SK-OV-3. Synergy scores: CSS=-3.68, Synergy_ZIP=6.78, Synergy_Bliss=-2.40, Synergy_Loewe=-2.57, Synergy_HSA=-4.74.